Dataset: Full USPTO retrosynthesis dataset with 1.9M reactions from patents (1976-2016). Task: Predict the reactants needed to synthesize the given product. (1) Given the product [CH3:28][C:27]1[N:29]=[C:5]([C:7]2[S:11][C:10]([C:12]([O:14][C:15]([CH3:18])([CH3:17])[CH3:16])=[O:13])=[N:9][CH:8]=2)[CH:4]=[CH:3][N:30]=1, predict the reactants needed to synthesize it. The reactants are: CN(C)[CH:3]=[CH:4][C:5]([C:7]1[S:11][C:10]([C:12]([O:14][C:15]([CH3:18])([CH3:17])[CH3:16])=[O:13])=[N:9][CH:8]=1)=O.C([O-])([O-])=O.[K+].[K+].Cl.[C:27](=[NH:30])([NH2:29])[CH3:28].CCOC(C)=O.CCCCCCC. (2) Given the product [CH:25]1([CH2:28][NH:29][C:30]([NH:31][C:32]2[CH:33]=[CH:34][C:35]([C:36]([N:19]3[CH2:20][CH2:21][N:16]([CH2:15][C:12]4[CH:11]=[CH:10][C:9]([C:3]([OH:8])([C:4]([F:7])([F:6])[F:5])[C:2]([F:23])([F:1])[F:24])=[CH:14][CH:13]=4)[CH2:17][C@H:18]3[CH3:22])=[O:37])=[CH:39][CH:40]=2)=[O:41])[CH2:27][CH2:26]1, predict the reactants needed to synthesize it. The reactants are: [F:1][C:2]([F:24])([F:23])[C:3]([C:9]1[CH:14]=[CH:13][C:12]([CH2:15][N:16]2[CH2:21][CH2:20][NH:19][C@H:18]([CH3:22])[CH2:17]2)=[CH:11][CH:10]=1)([OH:8])[C:4]([F:7])([F:6])[F:5].[CH:25]1([CH2:28][NH:29][C:30](=[O:41])[NH:31][C:32]2[CH:40]=[CH:39][C:35]([C:36](O)=[O:37])=[CH:34][CH:33]=2)[CH2:27][CH2:26]1.C(N(CC)CC)C.CCCP1(OP(CCC)(=O)OP(CCC)(=O)O1)=O. (3) Given the product [CH3:1][O:2][C:3]([C:4]1[CH:9]=[C:8]([NH2:10])[C:7]2[N:6]([N:25]=[C:33]([C:31]3[O:32][C:28]([Br:27])=[CH:29][CH:30]=3)[N:11]=2)[CH:5]=1)=[O:12], predict the reactants needed to synthesize it. The reactants are: [CH3:1][O:2][C:3](=[O:12])[C:4]1[CH:9]=[C:8]([NH2:10])[C:7]([NH2:11])=[N:6][CH:5]=1.C1(C)C=C(C)C=C(C)C=1S(O[NH2:25])(=O)=O.[Br:27][C:28]1[O:32][C:31]([CH:33]=O)=[CH:30][CH:29]=1. (4) Given the product [Cl:1][C:2]1[CH:7]=[CH:6][C:5]([C:8]([F:9])([F:10])[F:11])=[CH:4][N+:3]=1[O-:16], predict the reactants needed to synthesize it. The reactants are: [Cl:1][C:2]1[CH:7]=[CH:6][C:5]([C:8]([F:11])([F:10])[F:9])=[CH:4][N:3]=1.OO.NC(N)=[O:16].FC(F)(F)C(OC(=O)C(F)(F)F)=O.